From a dataset of NCI-60 drug combinations with 297,098 pairs across 59 cell lines. Regression. Given two drug SMILES strings and cell line genomic features, predict the synergy score measuring deviation from expected non-interaction effect. (1) Drug 1: C1CN1P(=S)(N2CC2)N3CC3. Drug 2: C1=NC2=C(N=C(N=C2N1C3C(C(C(O3)CO)O)O)F)N. Cell line: MCF7. Synergy scores: CSS=10.9, Synergy_ZIP=-1.57, Synergy_Bliss=4.18, Synergy_Loewe=-2.66, Synergy_HSA=2.60. (2) Drug 1: CC1=C(C=C(C=C1)C(=O)NC2=CC(=CC(=C2)C(F)(F)F)N3C=C(N=C3)C)NC4=NC=CC(=N4)C5=CN=CC=C5. Drug 2: CC1=C(C(=CC=C1)Cl)NC(=O)C2=CN=C(S2)NC3=CC(=NC(=N3)C)N4CCN(CC4)CCO. Cell line: SNB-75. Synergy scores: CSS=2.29, Synergy_ZIP=1.06, Synergy_Bliss=4.05, Synergy_Loewe=-8.25, Synergy_HSA=-2.10. (3) Drug 1: C1=CN(C(=O)N=C1N)C2C(C(C(O2)CO)O)O.Cl. Drug 2: CC1=C(C(=CC=C1)Cl)NC(=O)C2=CN=C(S2)NC3=CC(=NC(=N3)C)N4CCN(CC4)CCO. Cell line: ACHN. Synergy scores: CSS=40.7, Synergy_ZIP=0.264, Synergy_Bliss=2.51, Synergy_Loewe=-8.63, Synergy_HSA=1.99. (4) Drug 1: CC12CCC3C(C1CCC2=O)CC(=C)C4=CC(=O)C=CC34C. Drug 2: C1CN(CCN1C(=O)CCBr)C(=O)CCBr. Cell line: NCI-H322M. Synergy scores: CSS=9.18, Synergy_ZIP=-2.67, Synergy_Bliss=2.89, Synergy_Loewe=-7.15, Synergy_HSA=-0.0181. (5) Drug 2: CS(=O)(=O)CCNCC1=CC=C(O1)C2=CC3=C(C=C2)N=CN=C3NC4=CC(=C(C=C4)OCC5=CC(=CC=C5)F)Cl. Synergy scores: CSS=39.7, Synergy_ZIP=6.04, Synergy_Bliss=5.41, Synergy_Loewe=-2.67, Synergy_HSA=5.73. Cell line: SF-295. Drug 1: C1=NC2=C(N1)C(=S)N=C(N2)N. (6) Drug 1: C1C(C(OC1N2C=NC3=C(N=C(N=C32)Cl)N)CO)O. Drug 2: CNC(=O)C1=NC=CC(=C1)OC2=CC=C(C=C2)NC(=O)NC3=CC(=C(C=C3)Cl)C(F)(F)F. Cell line: SK-OV-3. Synergy scores: CSS=13.0, Synergy_ZIP=-5.62, Synergy_Bliss=-4.35, Synergy_Loewe=-46.9, Synergy_HSA=-3.16.